Dataset: Forward reaction prediction with 1.9M reactions from USPTO patents (1976-2016). Task: Predict the product of the given reaction. (1) Given the reactants C[O:2][C:3](=[O:24])/[C:4](/[C:11]1[CH:16]=[CH:15][C:14]([N:17]2[C:21]([CH3:22])=[N:20][N:19]=[N:18]2)=[C:13]([Cl:23])[CH:12]=1)=[CH:5]/[CH:6]1[CH2:10][CH2:9][CH2:8][CH2:7]1.[OH-].[Na+], predict the reaction product. The product is: [Cl:23][C:13]1[CH:12]=[C:11](/[C:4](=[CH:5]\[CH:6]2[CH2:7][CH2:8][CH2:9][CH2:10]2)/[C:3]([OH:24])=[O:2])[CH:16]=[CH:15][C:14]=1[N:17]1[C:21]([CH3:22])=[N:20][N:19]=[N:18]1. (2) Given the reactants [NH:1]([C:7]([O:9][C:10]([CH3:13])([CH3:12])[CH3:11])=[O:8])[C@H:2]([C:4]([OH:6])=O)[CH3:3].[C:14]([N:21]1C=CN=C1)(N1C=CN=C1)=[O:15].[CH2:26](N(CC)CC)C.Cl.CNOC, predict the reaction product. The product is: [C:10]([O:9][C:7](=[O:8])[NH:1][C@@H:2]([CH3:3])[C:4]([NH:21][CH2:14][O:15][CH3:26])=[O:6])([CH3:13])([CH3:12])[CH3:11].